This data is from Full USPTO retrosynthesis dataset with 1.9M reactions from patents (1976-2016). The task is: Predict the reactants needed to synthesize the given product. (1) Given the product [Br:21][C:11]1[CH:12]=[C:7]([C:2]2[N:3]=[CH:4][CH:5]=[CH:6][N:1]=2)[C:8]([NH2:13])=[N:9][CH:10]=1, predict the reactants needed to synthesize it. The reactants are: [N:1]1[CH:6]=[CH:5][CH:4]=[N:3][C:2]=1[C:7]1[C:8]([NH2:13])=[N:9][CH:10]=[CH:11][CH:12]=1.C1C(=O)N([Br:21])C(=O)C1. (2) Given the product [CH2:1]([P:3]([CH2:4][CH3:5])[CH2:12][CH2:13][NH:14][CH2:19][CH2:20][P:23]([CH2:26][CH3:27])[CH2:24][CH3:25])[CH3:2], predict the reactants needed to synthesize it. The reactants are: [CH2:1]([PH:3][CH2:4][CH3:5])[CH3:2].[Li]CCCC.Cl[CH2:12][CH2:13][N:14]([CH2:19][CH2:20]Cl)[Si](C)(C)C.[Li][P:23]([CH2:26][CH3:27])[CH2:24][CH3:25]. (3) Given the product [Cl:1][C:2]1[CH:25]=[CH:24][C:5]([CH2:6][NH:7][C:8]([C:10]2[C:11](=[O:23])[C:12]3[CH:21]=[C:20]([C:28]#[C:27][CH2:26][OH:29])[S:19][C:13]=3[N:14]([CH:16]([CH3:18])[CH3:17])[CH:15]=2)=[O:9])=[CH:4][CH:3]=1, predict the reactants needed to synthesize it. The reactants are: [Cl:1][C:2]1[CH:25]=[CH:24][C:5]([CH2:6][NH:7][C:8]([C:10]2[C:11](=[O:23])[C:12]3[CH:21]=[C:20](I)[S:19][C:13]=3[N:14]([CH:16]([CH3:18])[CH3:17])[CH:15]=2)=[O:9])=[CH:4][CH:3]=1.[CH2:26]([OH:29])[C:27]#[CH:28]. (4) Given the product [CH:33]([OH:32])=[O:59].[C:1]([C:5]1[CH:6]=[C:7]([NH:18][C:19]([NH:21][C@@H:22]2[C:31]3[C:26](=[CH:27][CH:28]=[CH:29][CH:30]=3)[C@H:25]([O:32][C:33]3[CH:34]=[CH:35][C:36]4[N:37]([C:39]([N:42]5[CH2:47][CH2:46][CH2:45][CH2:44][C@@H:43]5[CH3:48])=[N:40][N:41]=4)[CH:38]=3)[CH2:24][CH2:23]2)=[O:20])[N:8]([C:10]2[CH:15]=[CH:14][CH:13]=[C:12]([CH2:52][N:51]3[CH2:55][CH2:57][O:63][CH2:49][CH2:50]3)[CH:11]=2)[N:9]=1)([CH3:4])([CH3:3])[CH3:2], predict the reactants needed to synthesize it. The reactants are: [C:1]([C:5]1[CH:6]=[C:7]([NH:18][C:19]([NH:21][C@@H:22]2[C:31]3[C:26](=[CH:27][CH:28]=[CH:29][CH:30]=3)[C@H:25]([O:32][C:33]3[CH:34]=[CH:35][C:36]4[N:37]([C:39]([N:42]5[CH2:47][CH2:46][CH2:45][CH2:44][C@@H:43]5[CH3:48])=[N:40][N:41]=4)[CH:38]=3)[CH2:24][CH2:23]2)=[O:20])[N:8]([C:10]2[CH:15]=[CH:14][CH:13]=[C:12](CO)[CH:11]=2)[N:9]=1)([CH3:4])([CH3:3])[CH3:2].[CH3:49][CH2:50][N:51]([CH:55]([CH3:57])C)[CH:52](C)C.S(Cl)(C)(=O)=[O:59].[OH2:63]. (5) Given the product [F:1][C:2]1[CH:3]=[C:4]([C:12]2[C:20]3[C:19]([CH3:24])([OH:21])[CH2:18][CH2:17][C:16]=3[CH:15]=[N:14][CH:13]=2)[CH:5]=[CH:6][C:7]=1[C:8]([F:9])([F:11])[F:10], predict the reactants needed to synthesize it. The reactants are: [F:1][C:2]1[CH:3]=[C:4]([C:12]2[C:20]3[C:19](=[O:21])[CH2:18][CH2:17][C:16]=3[CH:15]=[N:14][CH:13]=2)[CH:5]=[CH:6][C:7]=1[C:8]([F:11])([F:10])[F:9].[Cl-].[Li+].[CH3:24][Li]. (6) Given the product [CH2:8]([S:11][C:12]1[CH:17]=[CH:16][NH:15][C:14](=[O:3])[C:13]=1[CH3:19])[CH2:9][CH3:10], predict the reactants needed to synthesize it. The reactants are: C(OC(=O)C)(=[O:3])C.[CH2:8]([S:11][C:12]1[CH:17]=[CH:16][N+:15]([O-])=[CH:14][C:13]=1[CH3:19])[CH2:9][CH3:10].C(OCC)(=O)C. (7) Given the product [CH:20]1([CH2:23][O:24][C:25]2[CH:30]=[CH:29][C:28]([S:31]([CH3:34])(=[O:33])=[O:32])=[CH:27][C:26]=2[C:2]2[C:11]3[C:6](=[CH:7][CH:8]=[C:9]([N:12]4[CH:16]=[C:15]([CH3:17])[CH:14]=[N:13]4)[CH:10]=3)[C:5](=[O:18])[N:4]([CH3:19])[CH:3]=2)[CH2:21][CH2:22]1, predict the reactants needed to synthesize it. The reactants are: Br[C:2]1[C:11]2[C:6](=[CH:7][CH:8]=[C:9]([N:12]3[CH:16]=[C:15]([CH3:17])[CH:14]=[N:13]3)[CH:10]=2)[C:5](=[O:18])[N:4]([CH3:19])[CH:3]=1.[CH:20]1([CH2:23][O:24][C:25]2[CH:30]=[CH:29][C:28]([S:31]([CH3:34])(=[O:33])=[O:32])=[CH:27][C:26]=2B2OC(C)(C)C(C)(C)O2)[CH2:22][CH2:21]1.[O-]P([O-])([O-])=O.[K+].[K+].[K+].